From a dataset of Catalyst prediction with 721,799 reactions and 888 catalyst types from USPTO. Predict which catalyst facilitates the given reaction. (1) Reactant: [Cl:1][C:2]1[CH:12]=[C:11]([NH:13][CH3:14])[C:5]([C:6](OCC)=[O:7])=[CH:4][N:3]=1.[H-].[H-].[H-].[H-].[Li+].[Al+3].N#N. Product: [Cl:1][C:2]1[N:3]=[CH:4][C:5]([CH2:6][OH:7])=[C:11]([NH:13][CH3:14])[CH:12]=1. The catalyst class is: 1. (2) Reactant: [CH3:1][S:2]([C:5]1[CH:10]=[CH:9][C:8]([CH:11]=[CH2:12])=[C:7]([N+:13]([O-])=O)[CH:6]=1)(=[O:4])=[O:3].CCOC(C)=O. Product: [CH2:11]([C:8]1[CH:9]=[CH:10][C:5]([S:2]([CH3:1])(=[O:3])=[O:4])=[CH:6][C:7]=1[NH2:13])[CH3:12]. The catalyst class is: 409. (3) Reactant: [CH2:1]([C:3]1[C:8]([C:9]([OH:11])=O)=[CH:7][N:6]=[C:5]([S:12][CH3:13])[N:4]=1)[CH3:2].CN(C)C=O.C(Cl)(=O)C(Cl)=O.[F:25][C:26]1[CH:32]=[CH:31][CH:30]=[C:29]([CH3:33])[C:27]=1[NH2:28]. Product: [CH2:1]([C:3]1[C:8]([C:9]([NH:28][C:27]2[C:29]([CH3:33])=[CH:30][CH:31]=[CH:32][C:26]=2[F:25])=[O:11])=[CH:7][N:6]=[C:5]([S:12][CH3:13])[N:4]=1)[CH3:2]. The catalyst class is: 4. (4) Reactant: C(OC([N:8]1[CH2:12][CH2:11][CH2:10][CH:9]1[C:13]1[NH:17][C:16]([C:18]2[CH:19]=[CH:20][C:21]3[C:27]4[CH:28]=[CH:29][C:30]([C:32]5[NH:33][C:34]([CH:37]6[CH2:41][CH2:40][CH2:39][N:38]6C(OC(C)(C)C)=O)=[N:35][CH:36]=5)=[CH:31][C:26]=4[CH2:25][N:24]([CH3:49])[CH2:23][C:22]=3[CH:50]=2)=[CH:15][N:14]=1)=O)(C)(C)C.Cl.O1CCOCC1. Product: [NH:8]1[CH2:12][CH2:11][CH2:10][CH:9]1[C:13]1[NH:17][C:16]([C:18]2[CH:19]=[CH:20][C:21]3[C:27]4[CH:28]=[CH:29][C:30]([C:32]5[NH:33][C:34]([CH:37]6[CH2:41][CH2:40][CH2:39][NH:38]6)=[N:35][CH:36]=5)=[CH:31][C:26]=4[CH2:25][N:24]([CH3:49])[CH2:23][C:22]=3[CH:50]=2)=[CH:15][N:14]=1. The catalyst class is: 61. (5) Reactant: [C:1]([C:3]1[C:12]([NH:13][CH:14]([CH3:16])[CH3:15])=[CH:11][C:6]([C:7]([O:9][CH3:10])=[O:8])=[C:5]([CH3:17])[CH:4]=1)#[N:2].OO.C(=O)([O-])[O-:21].[K+].[K+]. Product: [NH2:2][C:1]([C:3]1[C:12]([NH:13][CH:14]([CH3:15])[CH3:16])=[CH:11][C:6]([C:7]([O:9][CH3:10])=[O:8])=[C:5]([CH3:17])[CH:4]=1)=[O:21]. The catalyst class is: 16. (6) Reactant: C([Li])CCC.Br[C:7]1[CH:8]=[C:9]([C:13]2[CH:17]=[C:16]([O:18][C:19]3[CH:24]=[CH:23][C:22]([C:25]([F:28])([F:27])[F:26])=[CH:21][CH:20]=3)[N:15]([CH2:29][CH3:30])[N:14]=2)[CH:10]=[CH:11][CH:12]=1.[CH3:31][C:32]([S:35]([N:37]=[C:38]1[CH2:41][O:40][CH2:39]1)=[O:36])([CH3:34])[CH3:33]. Product: [CH2:29]([N:15]1[C:16]([O:18][C:19]2[CH:24]=[CH:23][C:22]([C:25]([F:28])([F:27])[F:26])=[CH:21][CH:20]=2)=[CH:17][C:13]([C:9]2[CH:8]=[C:7]([C:38]3([NH:37][S:35]([C:32]([CH3:34])([CH3:33])[CH3:31])=[O:36])[CH2:41][O:40][CH2:39]3)[CH:12]=[CH:11][CH:10]=2)=[N:14]1)[CH3:30]. The catalyst class is: 7. (7) Reactant: Cl[CH2:2][CH2:3][C:4]1([C:14]([O:16][CH3:17])=[O:15])[CH2:9][CH2:8][CH:7]([C:10]([O:12][CH3:13])=[O:11])[CH2:6][CH2:5]1.CN(C)P(N(C)C)(N(C)C)=O.C([N-]C(C)C)(C)C.[Li+].[Cl-].[NH4+]. Product: [C:4]12([C:14]([O:16][CH3:17])=[O:15])[CH2:9][CH2:8][C:7]([C:10]([O:12][CH3:13])=[O:11])([CH2:6][CH2:5]1)[CH2:2][CH2:3]2. The catalyst class is: 1. (8) Reactant: CN(C(ON1N=NC2C=CC=NC1=2)=[N+](C)C)C.F[P-](F)(F)(F)(F)F.[CH3:25][C:26]1[N:31]=[C:30]([C:32]([OH:34])=O)[CH:29]=[CH:28][CH:27]=1.FC(F)(F)C(O)=O.[CH3:42][O:43][C:44]1[CH:64]=[CH:63][C:47]([O:48][C:49]2[CH:62]=[CH:61][C:52]([CH2:53][NH:54][C:55]([C:57]3([NH2:60])[CH2:59][CH2:58]3)=[O:56])=[CH:51][CH:50]=2)=[C:46]([C:65]([F:68])([F:67])[F:66])[CH:45]=1. Product: [CH3:42][O:43][C:44]1[CH:64]=[CH:63][C:47]([O:48][C:49]2[CH:62]=[CH:61][C:52]([CH2:53][NH:54][C:55]([C:57]3([NH:60][C:32]([C:30]4[CH:29]=[CH:28][CH:27]=[C:26]([CH3:25])[N:31]=4)=[O:34])[CH2:58][CH2:59]3)=[O:56])=[CH:51][CH:50]=2)=[C:46]([C:65]([F:66])([F:67])[F:68])[CH:45]=1. The catalyst class is: 3. (9) Reactant: [F:1][C:2]1[CH:3]=[C:4]([OH:9])[CH:5]=[CH:6][C:7]=1[F:8].[N+:10]([O-])([OH:12])=[O:11]. Product: [F:8][C:7]1[C:2]([F:1])=[CH:3][C:4]([OH:9])=[C:5]([N+:10]([O-:12])=[O:11])[CH:6]=1. The catalyst class is: 15. (10) Reactant: [NH2:1][C@H:2]1[CH2:6][N:5]([C:7]([O:9][C:10]([CH3:13])([CH3:12])[CH3:11])=[O:8])[C@H:4]([C:14]([O:16][CH3:17])=[O:15])[CH2:3]1.[O:18]1[C:27]2[CH:26]=[C:25]([CH:28]=O)[N:24]=[CH:23][C:22]=2[O:21][CH2:20][CH2:19]1.[BH3-]C#N.[Na+]. Product: [O:18]1[C:27]2[CH:26]=[C:25]([CH2:28][NH:1][C@H:2]3[CH2:6][N:5]([C:7]([O:9][C:10]([CH3:11])([CH3:12])[CH3:13])=[O:8])[C@H:4]([C:14]([O:16][CH3:17])=[O:15])[CH2:3]3)[N:24]=[CH:23][C:22]=2[O:21][CH2:20][CH2:19]1. The catalyst class is: 5.